Dataset: Reaction yield outcomes from USPTO patents with 853,638 reactions. Task: Predict the reaction yield, written as a fraction of the theoretical maximum amount of product (1.0 means a 100% yield; for example, 0.34 means a 34% yield). (1) The reactants are [NH:1]1[C:9]2[C:4](=[CH:5][CH:6]=[C:7]([O:10][C:11](=[O:13])[CH3:12])[CH:8]=2)[CH:3]=[CH:2]1.[CH2:14]=O.[NH:16]1[CH2:21][CH2:20][O:19][CH2:18][CH2:17]1. The catalyst is O1CCOCC1.C(O)(=O)C. The product is [N:16]1([CH2:14][C:3]2[C:4]3[C:9](=[CH:8][C:7]([O:10][C:11](=[O:13])[CH3:12])=[CH:6][CH:5]=3)[NH:1][CH:2]=2)[CH2:21][CH2:20][O:19][CH2:18][CH2:17]1. The yield is 0.920. (2) The reactants are [C:1]([C:3]1[CH:4]=[C:5]([CH:9]=[C:10]([F:12])[CH:11]=1)[C:6]([OH:8])=O)#[N:2].[N:13]1[CH:18]=[CH:17][CH:16]=[C:15]([C:19]2[CH:23]=[C:22]([C:24]([F:27])([F:26])[F:25])[N:21]([C:28]3[CH:29]=[CH:30][C:31]([NH2:34])=[N:32][CH:33]=3)[N:20]=2)[CH:14]=1. The catalyst is S(Cl)(Cl)=O.N1C=CC=CC=1.C(OCC)(=O)C. The product is [C:1]([C:3]1[CH:4]=[C:5]([CH:9]=[C:10]([F:12])[CH:11]=1)[C:6]([NH:34][C:31]1[CH:30]=[CH:29][C:28]([N:21]2[C:22]([C:24]([F:26])([F:27])[F:25])=[CH:23][C:19]([C:15]3[CH:14]=[N:13][CH:18]=[CH:17][CH:16]=3)=[N:20]2)=[CH:33][N:32]=1)=[O:8])#[N:2]. The yield is 0.570. (3) The reactants are [F:1][C:2]([F:13])([F:12])[C:3]1[CH:4]=[C:5]([C:9](=O)[CH3:10])[CH:6]=[CH:7][CH:8]=1.[BH4-].[Na+].[NH3:16]. The catalyst is C(O)C. The product is [F:1][C:2]([F:13])([F:12])[C:3]1[CH:4]=[C:5]([CH:9]([NH2:16])[CH3:10])[CH:6]=[CH:7][CH:8]=1. The yield is 0.500. (4) The reactants are [Br:1]N1C(=O)CCC1=O.[CH:9]1([O:13][C:14]2[CH:23]=[C:22]([F:24])[C:21]([F:25])=[C:20]3[C:15]=2[CH2:16][CH2:17][C@H:18]([CH3:26])[NH:19]3)[CH2:12][CH2:11][CH2:10]1. The catalyst is C(#N)C.ClCCl. The product is [Br:1][C:23]1[C:14]([O:13][CH:9]2[CH2:10][CH2:11][CH2:12]2)=[C:15]2[C:20](=[C:21]([F:25])[C:22]=1[F:24])[NH:19][C@@H:18]([CH3:26])[CH2:17][CH2:16]2. The yield is 0.810.